From a dataset of Reaction yield outcomes from USPTO patents with 853,638 reactions. Predict the reaction yield, written as a fraction of the theoretical maximum amount of product (1.0 means a 100% yield; for example, 0.34 means a 34% yield). (1) The reactants are [CH:1]([C:3]1[CH:4]=[N:5][CH:6]=[C:7]([CH:10]=1)[C:8]#[N:9])=O.[C:11](#[N:15])[CH2:12][C:13]#[N:14].[OH:16][C:17]1[CH:25]=[CH:24][CH:23]=[C:22]2[C:18]=1[CH:19]=[CH:20][NH:21]2.N1CCCCC1. The catalyst is C(O)C. The product is [NH2:14][C:13]1[O:16][CH:17]2[C:18]3[C:22](=[CH:23][CH:24]=[C:25]2[CH:1]([C:3]2[CH:4]=[N:5][CH:6]=[C:7]([C:8]#[N:9])[CH:10]=2)[C:12]=1[C:11]#[N:15])[N:21]=[CH:20][CH:19]=3. The yield is 0.800. (2) The reactants are [N:1]1([C:6]2[CH:7]=[CH:8][C:9]([O:12][C:13]3[CH:14]=[C:15]([CH:30]=[CH:31][CH:32]=3)[CH:16]=[C:17]3[CH2:22][CH2:21][N:20](C(OC(C)(C)C)=O)[CH2:19][CH2:18]3)=[N:10][CH:11]=2)[CH2:5][CH2:4][CH2:3][CH2:2]1.C(O)(C(F)(F)F)=O. The product is [NH:20]1[CH2:21][CH2:22][C:17](=[CH:16][C:15]2[CH:14]=[C:13]([CH:32]=[CH:31][CH:30]=2)[O:12][C:9]2[CH:8]=[CH:7][C:6]([N:1]3[CH2:2][CH2:3][CH2:4][CH2:5]3)=[CH:11][N:10]=2)[CH2:18][CH2:19]1. The yield is 0.868. The catalyst is C(Cl)Cl. (3) The reactants are [C:1]1([S:7][CH2:8][Cl:9])[CH:6]=[CH:5][CH:4]=[CH:3][CH:2]=1.C1C(=O)N(Br)C(=[O:13])C1. The catalyst is CO.O. The product is [C:1]1([S:7]([CH2:8][Cl:9])=[O:13])[CH:6]=[CH:5][CH:4]=[CH:3][CH:2]=1. The yield is 0.420. (4) The reactants are [Br:1][C:2]1[CH:10]=[CH:9][CH:8]=[C:7]2[C:3]=1[C:4]([C:16]1[C:21](O)=[CH:20][CH:19]=[C:18]([O:23][CH3:24])[N:17]=1)([CH2:14][OH:15])[C:5](=[O:13])[N:6]2CO.C(P(CCCC)CCCC)CCC.N(C(OC(C)(C)C)=O)=NC(OC(C)(C)C)=O.[OH-].[NH4+]. The catalyst is O1CCCC1. The product is [Br:1][C:2]1[CH:10]=[CH:9][CH:8]=[C:7]2[C:3]=1[C:4]1([C:16]3=[N:17][C:18]([O:23][CH3:24])=[CH:19][CH:20]=[C:21]3[O:15][CH2:14]1)[C:5](=[O:13])[NH:6]2. The yield is 0.420. (5) The reactants are [CH3:1][O:2][CH2:3][N:4]1[C:12]2[C:7](=[CH:8][CH:9]=[CH:10][C:11]=2[NH:13][S:14]([C:17]2[S:18][CH:19]=[CH:20][CH:21]=2)(=[O:16])=[O:15])[CH:6]=[C:5]1[C:22]([NH2:24])=[O:23].Br[CH2:26][CH:27]1[CH2:29][CH2:28]1.C(=O)([O-])[O-].[K+].[K+].CN(C)C=O. The catalyst is C(OCC)(=O)C.[Cl-].[Na+].O. The product is [CH:27]1([CH2:26][N:13]([S:14]([C:17]2[S:18][CH:19]=[CH:20][CH:21]=2)(=[O:16])=[O:15])[C:11]2[CH:10]=[CH:9][CH:8]=[C:7]3[C:12]=2[N:4]([CH2:3][O:2][CH3:1])[C:5]([C:22]([NH2:24])=[O:23])=[CH:6]3)[CH2:29][CH2:28]1. The yield is 0.720. (6) The reactants are [Cl:1][C:2]1[N:3]=[N:4][C:5]([S:8][CH3:9])=[CH:6][CH:7]=1.ClC1C=CC=C(C(OO)=[O:18])C=1.[OH2:21]. The catalyst is C(Cl)Cl. The product is [Cl:1][C:2]1[N:3]=[N:4][C:5]([S:8]([CH3:9])(=[O:18])=[O:21])=[CH:6][CH:7]=1. The yield is 0.710. (7) The reactants are Br[C:2]1[CH:3]=[CH:4][C:5]([O:16][CH3:17])=[C:6]([CH:15]=1)[O:7][Si:8]([C:11]([CH3:14])([CH3:13])[CH3:12])([CH3:10])[CH3:9].C([Li])CCC.[CH3:23][O:24][C:25]1[CH:26]=[C:27]([CH:30]=[C:31]([O:33][CH3:34])[CH:32]=1)[CH:28]=[O:29].O1C2C=CC(C(C3C=C(OC)C=C(OC)C=3)O)=CC=2OCC1. No catalyst specified. The product is [C:11]([Si:8]([CH3:10])([CH3:9])[O:7][C:6]1[CH:15]=[C:2]([CH:28]([C:27]2[CH:30]=[C:31]([O:33][CH3:34])[CH:32]=[C:25]([O:24][CH3:23])[CH:26]=2)[OH:29])[CH:3]=[CH:4][C:5]=1[O:16][CH3:17])([CH3:14])([CH3:13])[CH3:12]. The yield is 0.690. (8) The reactants are [CH:1]1([CH:7]([C:19]2[CH:23]=[C:22]([C:24]3[CH:25]=[N:26][CH:27]=[CH:28][CH:29]=3)[O:21][C:20]=2[CH3:30])[O:8][C:9]2[CH:18]=[CH:17][C:12]([C:13]([O:15]C)=[O:14])=[CH:11][CH:10]=2)[CH2:6][CH2:5][CH2:4][CH2:3][CH2:2]1.[OH-].[Na+].O.Cl. The catalyst is CO.O1CCCC1. The product is [CH:1]1([CH:7]([C:19]2[CH:23]=[C:22]([C:24]3[CH:25]=[N:26][CH:27]=[CH:28][CH:29]=3)[O:21][C:20]=2[CH3:30])[O:8][C:9]2[CH:10]=[CH:11][C:12]([C:13]([OH:15])=[O:14])=[CH:17][CH:18]=2)[CH2:6][CH2:5][CH2:4][CH2:3][CH2:2]1. The yield is 0.470. (9) The reactants are [NH2:1][CH2:2][C:3]1[CH:4]=[CH:5][C:6]([F:30])=[C:7]([C:9]2[CH:14]=[CH:13][CH:12]=[C:11]([CH2:15][N:16]3[CH2:21][CH2:20][N:19](C(OC(C)(C)C)=O)[C@@H:18]([CH3:29])[CH2:17]3)[CH:10]=2)[CH:8]=1.CC(OC([N:38]1[CH2:43][CH2:42][CH:41]([C:44]2[CH:45]=[C:46]([CH:50]=[CH:51][CH:52]=2)[C:47]([OH:49])=O)[CH2:40][CH2:39]1)=O)(C)C. No catalyst specified. The product is [F:30][C:6]1[C:7]([C:9]2[CH:14]=[CH:13][CH:12]=[C:11]([CH2:15][N:16]3[CH2:21][CH2:20][NH:19][C@@H:18]([CH3:29])[CH2:17]3)[CH:10]=2)=[CH:8][C:3]([CH2:2][NH:1][C:47](=[O:49])[C:46]2[CH:50]=[CH:51][CH:52]=[C:44]([CH:41]3[CH2:40][CH2:39][NH:38][CH2:43][CH2:42]3)[CH:45]=2)=[CH:4][CH:5]=1. The yield is 0.180.